From a dataset of Reaction yield outcomes from USPTO patents with 853,638 reactions. Predict the reaction yield, written as a fraction of the theoretical maximum amount of product (1.0 means a 100% yield; for example, 0.34 means a 34% yield). (1) The reactants are C12CC(CC1)CC2N[C:9]1[CH:14]=[C:13]([N:15]2[CH2:19][CH2:18][C@@H:17]([NH:20][CH3:21])[CH2:16]2)[CH:12]=[CH:11][N:10]=1.CCOCC.C(Cl)[Cl:28].Cl. The catalyst is CCOCC. The product is [Cl:28][C:9]1[CH:14]=[C:13]([N:15]2[CH2:19][CH2:18][C@@H:17]([NH:20][CH3:21])[CH2:16]2)[CH:12]=[CH:11][N:10]=1. The yield is 1.00. (2) The reactants are [CH2:1]([O:3][C:4]([C:6]1[C:15](=O)[C:14]2[C:9](=[CH:10][CH:11]=[C:12]([O:17][CH3:18])[N:13]=2)[NH:8][CH:7]=1)=[O:5])[CH3:2].P(Br)(Br)[Br:20].O.C(=O)([O-])[O-].[Na+].[Na+]. The catalyst is CN(C=O)C. The product is [CH2:1]([O:3][C:4]([C:6]1[CH:7]=[N:8][C:9]2[C:14]([C:15]=1[Br:20])=[N:13][C:12]([O:17][CH3:18])=[CH:11][CH:10]=2)=[O:5])[CH3:2]. The yield is 0.900. (3) The reactants are [Br:1]N1C(=O)CCC1=O.[CH3:9][O:10][C:11]([C:13]1[C:22]([OH:23])=[C:21]2[C:16]([CH:17]=[CH:18][CH:19]=[N:20]2)=[CH:15][N:14]=1)=[O:12].CO.CO.O. The catalyst is C(Cl)(Cl)Cl. The product is [CH3:9][O:10][C:11]([C:13]1[C:22]([OH:23])=[C:21]2[C:16]([CH:17]=[CH:18][CH:19]=[N:20]2)=[C:15]([Br:1])[N:14]=1)=[O:12]. The yield is 0.930. (4) The reactants are [CH2:1]([O:8][C:9]1[CH:17]=[C:16]2[C:12]([CH:13]=[CH:14][NH:15]2)=[CH:11][CH:10]=1)[C:2]1[CH:7]=[CH:6][CH:5]=[CH:4][CH:3]=1.C([BH3-])#N.[Na+]. The catalyst is CCO. The product is [CH2:1]([O:8][C:9]1[CH:17]=[C:16]2[C:12]([CH2:13][CH2:14][NH:15]2)=[CH:11][CH:10]=1)[C:2]1[CH:3]=[CH:4][CH:5]=[CH:6][CH:7]=1. The yield is 0.320. (5) The reactants are [CH2:1]([O:3][C:4]([C:6]1[C:17]2[CH2:16][CH2:15][C:14]3[C:10](=[CH:11][N:12](C(C4C=CC=CC=4)(C4C=CC=CC=4)C4C=CC=CC=4)[N:13]=3)[C:9]=2[N:8]([CH3:37])[C:7]=1[C:38]([O:40][C:41]([CH3:44])([CH3:43])[CH3:42])=[O:39])=[O:5])[CH3:2].C(C1C(=O)C(Cl)=C(Cl)C(=O)C=1C#N)#N. The catalyst is O1CCOCC1. The product is [CH2:1]([O:3][C:4]([C:6]1[C:17]2[C:9](=[C:10]3[C:14](=[CH:15][CH:16]=2)[NH:13][N:12]=[CH:11]3)[N:8]([CH3:37])[C:7]=1[C:38]([O:40][C:41]([CH3:42])([CH3:44])[CH3:43])=[O:39])=[O:5])[CH3:2]. The yield is 0.660.